This data is from Experimentally validated miRNA-target interactions with 360,000+ pairs, plus equal number of negative samples. The task is: Binary Classification. Given a miRNA mature sequence and a target amino acid sequence, predict their likelihood of interaction. The miRNA is cel-miR-253-3p with sequence UUAGUAGGCGUUGUGGGAAGGG. The protein sequence of the target gene is MGMSSLKLLKYVLFIFNLLFWVCGCCILGFGIYFLVQNTYGVLFRNLPFLTLGNILVIVGSIIMVVAFLGCMGSIKENKCLLMSFFVLLLIILLAEVTIAILLFVYEQKLNTLVAEGLNDSIQHYHSDNSTMKAWDFIQTQLQCCGVNGSSDWTSGPPSSCPSGADVQGCYNKAKSWFHSNFLYIGIITICVCVIQVLGMSFALTLNCQIDKTSQALGL. Result: 0 (no interaction).